From a dataset of Forward reaction prediction with 1.9M reactions from USPTO patents (1976-2016). Predict the product of the given reaction. (1) The product is: [CH2:1]([O:3][C:4](=[O:15])[CH2:5][C:6]1[CH:11]=[CH:10][C:9]([O:12][C@@H:17]([CH2:18][CH3:19])[CH3:16])=[C:8]([O:13][CH3:14])[CH:7]=1)[CH3:2]. Given the reactants [CH2:1]([O:3][C:4](=[O:15])[CH2:5][C:6]1[CH:11]=[CH:10][C:9]([OH:12])=[C:8]([O:13][CH3:14])[CH:7]=1)[CH3:2].[CH3:16][C@H:17](O)[CH2:18][CH3:19].C1C=CC(P(C2C=CC=CC=2)C2C=CC=CC=2)=CC=1, predict the reaction product. (2) Given the reactants C([O:4][C:5](=[O:7])[CH3:6])(=O)C.[F:8][C:9]1[CH:10]=[C:11]([C:16](=[O:43])[C:17](=[C:34]2[NH:38][C:37]3[CH:39]=[CH:40][CH:41]=[CH:42][C:36]=3[NH:35]2)[C:18]([C:20]2[CH:21]=[C:22]([S:26]([NH:29]C(=N)CO)(=[O:28])=[O:27])[CH:23]=[CH:24][CH:25]=2)=[O:19])[CH:12]=[C:13]([F:15])[CH:14]=1.[Cl-].[NH4+].[N:46]1C=CC=[CH:48][CH:47]=1, predict the reaction product. The product is: [F:15][C:13]1[CH:12]=[C:11]([C:16](=[O:43])[C:17](=[C:34]2[NH:35][C:36]3[CH:42]=[CH:41][CH:40]=[CH:39][C:37]=3[NH:38]2)[C:18]([C:20]2[CH:21]=[C:22]([S:26]([NH:29][CH:6]([CH2:48][CH:47]=[NH:46])[C:5]([OH:4])=[O:7])(=[O:27])=[O:28])[CH:23]=[CH:24][CH:25]=2)=[O:19])[CH:10]=[C:9]([F:8])[CH:14]=1. (3) Given the reactants CS([O:5][CH2:6][CH2:7][CH2:8][C:9]1[N:10]=[C:11]([C:15]2[CH:24]=[CH:23][C:18]([C:19]([O:21]C)=[O:20])=[CH:17][CH:16]=2)[O:12][C:13]=1[CH3:14])(=O)=O.O[CH:26]1[CH2:31][CH2:30][N:29]([C:32]([O:34][C:35]([CH3:38])([CH3:37])[CH3:36])=[O:33])[CH2:28][CH2:27]1.CC(C)([O-])C.[K+], predict the reaction product. The product is: [C:35]([O:34][C:32]([N:29]1[CH2:30][CH2:31][CH:26]([O:5][CH2:6][CH2:7][CH2:8][C:9]2[N:10]=[C:11]([C:15]3[CH:24]=[CH:23][C:18]([C:19]([OH:21])=[O:20])=[CH:17][CH:16]=3)[O:12][C:13]=2[CH3:14])[CH2:27][CH2:28]1)=[O:33])([CH3:38])([CH3:36])[CH3:37]. (4) The product is: [CH:5]1([C:6](=[O:10])[C:7]([O:9][CH2:23][C:17]2[CH:18]=[CH:19][C:20]([O:45][CH3:44])=[CH:21][CH:22]=2)=[O:8])[CH2:4][CH2:3][CH2:2][CH2:11][CH2:12]1. Given the reactants C[CH:2]([CH2:11][CH2:12]C=C(C)C)[CH2:3][CH2:4][CH2:5][C:6](=[O:10])[C:7]([O-:9])=[O:8].[CH:17]1([C:23](=O)C(OC/C=C(\C)/CCC=C(C)C)=O)[CH2:22][CH2:21][CH2:20][CH2:19][CH2:18]1.CC(CCC=C(C)C)CCC(C)C(=O)[C:44]([O-])=[O:45].CC(CC)C(=O)C(OCCC(C)CCC=C(C)C)=O.CC(CCCCCCCCCCCC)C(=O)C(OCCC(C)CCC=C(C)C)=O.O=C(C1C=CC=CC=1)C(OCCC(C)CCC=C(C)C)=O.O=C(CCC)C(OCCC(C)CCC=C(C)C)=O.C1(C(=O)C(OCCC(C)CCC=C(C)C)=O)CCCCC1, predict the reaction product. (5) The product is: [CH3:3][N:4]1[CH2:9][CH2:8][CH:7]([C:10]2[C:18]3[C:17](=[CH:16][CH:15]=[N:14][CH:13]=3)[NH:12][CH:11]=2)[CH2:6][CH2:5]1. Given the reactants C1[CH:9]2[N:4]([CH2:5][CH2:6][CH:7]([C:10]3[C:18]4[C:13](=[N:14][CH:15]=[CH:16][CH:17]=4)[NH:12][CH:11]=3)[CH2:8]2)[CH2:3]C1.C1C2N(CC=C(C3C4C(=CN=CC=4)NC=3)C2)CC1, predict the reaction product. (6) Given the reactants [C:1](Cl)(=O)[CH2:2][CH2:3][CH2:4][CH3:5].[NH2:8][C:9]1[CH:10]=[N:11][C:12]2[C:17]([C:18]=1[NH:19][CH2:20][CH2:21][CH2:22][C:23]([O:25][CH2:26][CH3:27])=[O:24])=[N:16][CH:15]=[CH:14][CH:13]=2.Cl.N1C=CC=CC=1, predict the reaction product. The product is: [CH2:2]([C:1]1[N:19]([CH2:20][CH2:21][CH2:22][C:23]([O:25][CH2:26][CH3:27])=[O:24])[C:18]2[C:17]3[N:16]=[CH:15][CH:14]=[CH:13][C:12]=3[N:11]=[CH:10][C:9]=2[N:8]=1)[CH2:3][CH2:4][CH3:5]. (7) Given the reactants [C:1]1([C:7]2[C:16]3[C:11](=[CH:12][CH:13]=[CH:14][CH:15]=3)[C:10](B(O)O)=[CH:9][CH:8]=2)[CH:6]=[CH:5][CH:4]=[CH:3][CH:2]=1.[Br:20][C:21]1[CH:22]=[C:23](I)[CH:24]=[CH:25][CH:26]=1.C1(C)C=CC=CC=1.C(=O)([O-])[O-].[Na+].[Na+], predict the reaction product. The product is: [Br:20][C:21]1[CH:22]=[C:23]([C:10]2[C:11]3[C:16](=[CH:15][CH:14]=[CH:13][CH:12]=3)[C:7]([C:1]3[CH:2]=[CH:3][CH:4]=[CH:5][CH:6]=3)=[CH:8][CH:9]=2)[CH:24]=[CH:25][CH:26]=1.